Dataset: Full USPTO retrosynthesis dataset with 1.9M reactions from patents (1976-2016). Task: Predict the reactants needed to synthesize the given product. The reactants are: Cl[C:2]([C:4]1[CH:13]=[CH:12][C:7]([C:8]([O:10][CH3:11])=[O:9])=[CH:6][CH:5]=1)=[O:3].[Cl-].[Cl-].[Cl-].[Al+3].[CH2:18]([O:26][C:27]1[CH:32]=[CH:31][CH:30]=[CH:29][C:28]=1[O:33][CH2:34][CH2:35][CH2:36][CH2:37][CH2:38][CH2:39][CH2:40][CH3:41])[CH2:19][CH2:20][CH2:21][CH2:22][CH2:23][CH2:24][CH3:25]. Given the product [CH2:34]([O:33][C:28]1[CH:29]=[C:30]([CH:31]=[CH:32][C:27]=1[O:26][CH2:18][CH2:19][CH2:20][CH2:21][CH2:22][CH2:23][CH2:24][CH3:25])[C:2]([C:4]1[CH:13]=[CH:12][C:7]([C:8]([O:10][CH3:11])=[O:9])=[CH:6][CH:5]=1)=[O:3])[CH2:35][CH2:36][CH2:37][CH2:38][CH2:39][CH2:40][CH3:41], predict the reactants needed to synthesize it.